Predict the reactants needed to synthesize the given product. From a dataset of Full USPTO retrosynthesis dataset with 1.9M reactions from patents (1976-2016). The reactants are: C(OC([NH:8][C@@H:9]([C:42]([CH3:45])([CH3:44])[CH3:43])[C:10]([N:12]1[C@H:16]([C:17]([N:19]([CH2:29][C:30]2[CH:39]=[CH:38][C:33]([C:34]([O:36][CH3:37])=[O:35])=[CH:32][CH:31]=2)[C@@H:20]([C:22]2[CH:27]=[CH:26][CH:25]=[CH:24][C:23]=2[F:28])[CH3:21])=[O:18])[CH2:15][Si:14]([CH3:41])([CH3:40])[CH2:13]1)=[O:11])=O)(C)(C)C.[ClH:46]. Given the product [NH2:8][C@@H:9]([C:42]([CH3:43])([CH3:45])[CH3:44])[C:10]([N:12]1[C@H:16]([C:17]([N:19]([CH2:29][C:30]2[CH:31]=[CH:32][C:33]([C:34]([O:36][CH3:37])=[O:35])=[CH:38][CH:39]=2)[C@@H:20]([C:22]2[CH:27]=[CH:26][CH:25]=[CH:24][C:23]=2[F:28])[CH3:21])=[O:18])[CH2:15][Si:14]([CH3:41])([CH3:40])[CH2:13]1)=[O:11].[ClH:46], predict the reactants needed to synthesize it.